This data is from Peptide-MHC class II binding affinity with 134,281 pairs from IEDB. The task is: Regression. Given a peptide amino acid sequence and an MHC pseudo amino acid sequence, predict their binding affinity value. This is MHC class II binding data. (1) The peptide sequence is MILVGVIMMFLSLGV. The MHC is DRB1_0701 with pseudo-sequence DRB1_0701. The binding affinity (normalized) is 0.589. (2) The peptide sequence is AFILDGDNCFPKV. The MHC is HLA-DQA10501-DQB10201 with pseudo-sequence HLA-DQA10501-DQB10201. The binding affinity (normalized) is 0.433. (3) The peptide sequence is KLCPNNLCCSQWGWC. The MHC is HLA-DQA10501-DQB10301 with pseudo-sequence HLA-DQA10501-DQB10301. The binding affinity (normalized) is 0.204. (4) The peptide sequence is EDNLGFLMHAPAFETAGTYLRLVKINDWTEITQF. The MHC is DRB1_0401 with pseudo-sequence DRB1_0401. The binding affinity (normalized) is 0.404. (5) The peptide sequence is AMRDMAGRFEVHAQT. The MHC is DRB1_1302 with pseudo-sequence DRB1_1302. The binding affinity (normalized) is 0.173. (6) The peptide sequence is GLDSLTTLLRALGAQ. The MHC is DRB1_0802 with pseudo-sequence DRB1_0802. The binding affinity (normalized) is 0.610. (7) The peptide sequence is YDKFLANVSTVLTGK. The MHC is HLA-DQA10301-DQB10302 with pseudo-sequence HLA-DQA10301-DQB10302. The binding affinity (normalized) is 0.252. (8) The peptide sequence is GELQIGDKIDAAFKI. The MHC is DRB1_1302 with pseudo-sequence DRB1_1302. The binding affinity (normalized) is 0.541. (9) The peptide sequence is LRGLLSTFIAALMGA. The MHC is HLA-DQA10201-DQB10202 with pseudo-sequence HLA-DQA10201-DQB10202. The binding affinity (normalized) is 0.357. (10) The peptide sequence is VHAVKPVTEEPGMAK. The MHC is DRB3_0101 with pseudo-sequence DRB3_0101. The binding affinity (normalized) is 0.369.